This data is from Forward reaction prediction with 1.9M reactions from USPTO patents (1976-2016). The task is: Predict the product of the given reaction. (1) Given the reactants [CH2:1]([O:8][CH2:9][CH2:10][OH:11])[C:2]1[CH:7]=[CH:6][CH:5]=[CH:4][CH:3]=1.C(N(CC)CC)C.[CH3:19][C:20]([CH3:25])([CH3:24])[C:21](Cl)=[O:22], predict the reaction product. The product is: [CH3:19][C:20]([CH3:25])([CH3:24])[C:21]([O:11][CH2:10][CH2:9][O:8][CH2:1][C:2]1[CH:7]=[CH:6][CH:5]=[CH:4][CH:3]=1)=[O:22]. (2) Given the reactants [ClH:1].[Cl:2][CH2:3][C:4]1[CH:13]=[CH:12][C:11]2[C:6](=[CH:7][CH:8]=[C:9]([NH:14]C(=O)C)[CH:10]=2)[N:5]=1.Cl, predict the reaction product. The product is: [ClH:2].[ClH:1].[Cl:2][CH2:3][C:4]1[CH:13]=[CH:12][C:11]2[C:6](=[CH:7][CH:8]=[C:9]([NH2:14])[CH:10]=2)[N:5]=1. (3) Given the reactants [CH2:1]([C:9]1[N:13]=[C:12]([C:14]2[CH:21]=[CH:20][C:17]([CH:18]=O)=[CH:16][CH:15]=2)[O:11][N:10]=1)[CH2:2][CH2:3][CH2:4][CH2:5][CH2:6][CH2:7][CH3:8].Cl.[F:23][C:24]([F:37])([F:36])[S:25]([C:28]1[CH:35]=[CH:34][C:31]([CH2:32][NH2:33])=[CH:30][CH:29]=1)(=[O:27])=[O:26], predict the reaction product. The product is: [F:36][C:24]([F:23])([F:37])[S:25]([C:28]1[CH:35]=[CH:34][C:31]([CH2:32][NH:33][CH2:18][C:17]2[CH:20]=[CH:21][C:14]([C:12]3[O:11][N:10]=[C:9]([CH2:1][CH2:2][CH2:3][CH2:4][CH2:5][CH2:6][CH2:7][CH3:8])[N:13]=3)=[CH:15][CH:16]=2)=[CH:30][CH:29]=1)(=[O:26])=[O:27]. (4) Given the reactants CC(C)([O-])C.[K+].[C:7]([CH2:9]P(=O)(OCC)OCC)#[N:8].[C:18]([O:22][C:23](=[O:33])[NH:24][CH:25]1[CH2:30][CH2:29][CH2:28][CH:27]([CH:31]=O)[CH2:26]1)([CH3:21])([CH3:20])[CH3:19], predict the reaction product. The product is: [C:7]([CH:9]=[CH:31][CH:27]1[CH2:28][CH2:29][CH2:30][CH:25]([NH:24][C:23](=[O:33])[O:22][C:18]([CH3:21])([CH3:20])[CH3:19])[CH2:26]1)#[N:8]. (5) Given the reactants [OH:1][C:2]1[CH:7]=[CH:6][C:5]([CH2:8][C:9]([O:11][CH2:12][CH3:13])=[O:10])=[CH:4][CH:3]=1.C([O-])([O-])=O.[K+].[K+].[CH2:20](Cl)[C:21]1[CH:26]=[CH:25][CH:24]=[CH:23][CH:22]=1.O, predict the reaction product. The product is: [CH2:20]([O:1][C:2]1[CH:3]=[CH:4][C:5]([CH2:8][C:9]([O:11][CH2:12][CH3:13])=[O:10])=[CH:6][CH:7]=1)[C:21]1[CH:26]=[CH:25][CH:24]=[CH:23][CH:22]=1. (6) Given the reactants [C:1]([O:9][CH:10]1[CH2:14][C:13](=[O:15])[CH:12]=[CH:11]1)(=[O:8])[C:2]1[CH:7]=[CH:6][CH:5]=[CH:4][CH:3]=1.[H][H], predict the reaction product. The product is: [C:1]([O:9][CH:10]1[CH2:11][CH2:12][C:13](=[O:15])[CH2:14]1)(=[O:8])[C:2]1[CH:3]=[CH:4][CH:5]=[CH:6][CH:7]=1. (7) Given the reactants I[C:2]1[C:10]2[C:5](=[CH:6][C:7]([C@H:11]3[C@@:13]4([C:21]5[C:16](=[CH:17][CH:18]=[CH:19][CH:20]=5)[NH:15][C:14]4=[O:22])[CH2:12]3)=[CH:8][CH:9]=2)[NH:4][N:3]=1.CC1(C)C(C)(C)OB(/[CH:31]=[CH:32]/[C:33]2[CH:34]=[CH:35][C:36]3[O:42][CH2:41][CH2:40][N:39](C(OC(C)(C)C)=O)[CH2:38][C:37]=3[CH:50]=2)O1.[C:52]([OH:58])([C:54]([F:57])([F:56])[F:55])=[O:53], predict the reaction product. The product is: [F:55][C:54]([F:57])([F:56])[C:52]([OH:58])=[O:53].[O:42]1[C:36]2[CH:35]=[CH:34][C:33](/[CH:32]=[CH:31]/[C:2]3[C:10]4[C:5](=[CH:6][C:7]([C@H:11]5[C@@:13]6([C:21]7[C:16](=[CH:17][CH:18]=[CH:19][CH:20]=7)[NH:15][C:14]6=[O:22])[CH2:12]5)=[CH:8][CH:9]=4)[NH:4][N:3]=3)=[CH:50][C:37]=2[CH2:38][NH:39][CH2:40][CH2:41]1. (8) The product is: [CH3:1][O:2][C:3]1[CH:8]=[CH:7][C:6]([C:9](=[O:10])[CH2:14][NH:15][C:16]([C:18]2[NH:19][C:20]3[C:25]([CH:26]=2)=[CH:24][C:23]([Cl:27])=[CH:22][CH:21]=3)=[O:17])=[CH:5][CH:4]=1. Given the reactants [CH3:1][O:2][C:3]1[CH:8]=[CH:7][C:6]([C:9]2([CH2:14][NH:15][C:16]([C:18]3[NH:19][C:20]4[C:25]([CH:26]=3)=[CH:24][C:23]([Cl:27])=[CH:22][CH:21]=4)=[O:17])OCC[O:10]2)=[CH:5][CH:4]=1.Cl, predict the reaction product. (9) Given the reactants [CH3:1][O:2][C:3]1[CH:8]=[CH:7][C:6]([C:9]2[N:10]=[C:11]([CH:22]3[CH2:27][CH2:26][N:25]([C:28](Cl)=[O:29])[CH2:24][CH2:23]3)[O:12][C:13]=2[C:14]2[CH:19]=[CH:18][C:17]([O:20][CH3:21])=[CH:16][CH:15]=2)=[CH:5][CH:4]=1.Cl.[CH3:32][NH:33][OH:34].C(N(CC)CC)C.Cl, predict the reaction product. The product is: [CH3:1][O:2][C:3]1[CH:8]=[CH:7][C:6]([C:9]2[N:10]=[C:11]([CH:22]3[CH2:27][CH2:26][N:25]([C:28](=[O:29])[N:33]([OH:34])[CH3:32])[CH2:24][CH2:23]3)[O:12][C:13]=2[C:14]2[CH:19]=[CH:18][C:17]([O:20][CH3:21])=[CH:16][CH:15]=2)=[CH:5][CH:4]=1.